Dataset: Forward reaction prediction with 1.9M reactions from USPTO patents (1976-2016). Task: Predict the product of the given reaction. (1) Given the reactants C(S(N1CCC(C2C3C(=C(C(N)=O)C=C(C4SC(CNCC(C)CC)=CC=4)C=3)NC=2)CC1)(=O)=O)C.[CH:36]([C:38]1[S:42][C:41]([B:43]([OH:45])[OH:44])=[CH:40][CH:39]=1)=O.[CH3:46][O:47][CH2:48][CH2:49][NH2:50].[BH3-]C#N.[Na+], predict the reaction product. The product is: [CH3:46][O:47][CH2:48][CH2:49][NH:50][CH2:36][C:38]1[S:42][C:41]([B:43]([OH:45])[OH:44])=[CH:40][CH:39]=1. (2) Given the reactants [Cl:1][C:2]1[CH:3]=[C:4]2[C:8](=[CH:9][C:10]=1[F:11])[NH:7][C:6](=[O:12])[C:5]2([CH2:15][CH2:16][CH2:17][CH2:18]Cl)[CH2:13][CH3:14].[Cl:20][C:21]1[CH:26]=[CH:25][C:24]([N:27]2[CH2:32][CH2:31][NH:30][CH2:29][CH2:28]2)=[CH:23][CH:22]=1, predict the reaction product. The product is: [Cl:1][C:2]1[CH:3]=[C:4]2[C:8](=[CH:9][C:10]=1[F:11])[NH:7][C:6](=[O:12])[C:5]2([CH2:15][CH2:16][CH2:17][CH2:18][N:30]1[CH2:29][CH2:28][N:27]([C:24]2[CH:23]=[CH:22][C:21]([Cl:20])=[CH:26][CH:25]=2)[CH2:32][CH2:31]1)[CH2:13][CH3:14].